Dataset: NCI-60 drug combinations with 297,098 pairs across 59 cell lines. Task: Regression. Given two drug SMILES strings and cell line genomic features, predict the synergy score measuring deviation from expected non-interaction effect. (1) Drug 1: C(=O)(N)NO. Drug 2: CN1C2=C(C=C(C=C2)N(CCCl)CCCl)N=C1CCCC(=O)O.Cl. Cell line: MCF7. Synergy scores: CSS=4.68, Synergy_ZIP=-2.07, Synergy_Bliss=-2.86, Synergy_Loewe=-2.68, Synergy_HSA=-2.97. (2) Drug 1: C1=CC(=C2C(=C1NCCNCCO)C(=O)C3=C(C=CC(=C3C2=O)O)O)NCCNCCO. Drug 2: CC12CCC3C(C1CCC2O)C(CC4=C3C=CC(=C4)O)CCCCCCCCCS(=O)CCCC(C(F)(F)F)(F)F. Cell line: RPMI-8226. Synergy scores: CSS=48.6, Synergy_ZIP=5.16, Synergy_Bliss=5.73, Synergy_Loewe=-21.1, Synergy_HSA=4.27. (3) Drug 1: CN(CC1=CN=C2C(=N1)C(=NC(=N2)N)N)C3=CC=C(C=C3)C(=O)NC(CCC(=O)O)C(=O)O. Drug 2: CC1C(C(CC(O1)OC2CC(CC3=C2C(=C4C(=C3O)C(=O)C5=C(C4=O)C(=CC=C5)OC)O)(C(=O)CO)O)N)O.Cl. Cell line: HCT-15. Synergy scores: CSS=33.6, Synergy_ZIP=-13.9, Synergy_Bliss=-18.6, Synergy_Loewe=-15.0, Synergy_HSA=-13.3. (4) Drug 2: COCCOC1=C(C=C2C(=C1)C(=NC=N2)NC3=CC=CC(=C3)C#C)OCCOC.Cl. Drug 1: CC(C1=C(C=CC(=C1Cl)F)Cl)OC2=C(N=CC(=C2)C3=CN(N=C3)C4CCNCC4)N. Synergy scores: CSS=2.82, Synergy_ZIP=0.259, Synergy_Bliss=2.55, Synergy_Loewe=-3.55, Synergy_HSA=-2.62. Cell line: SK-MEL-5. (5) Drug 1: C1=CC(=C2C(=C1NCCNCCO)C(=O)C3=C(C=CC(=C3C2=O)O)O)NCCNCCO. Drug 2: CC1=C(C(CCC1)(C)C)C=CC(=CC=CC(=CC(=O)O)C)C. Cell line: SF-295. Synergy scores: CSS=52.9, Synergy_ZIP=-2.97, Synergy_Bliss=-3.50, Synergy_Loewe=-33.7, Synergy_HSA=-0.865. (6) Drug 1: CN(C)N=NC1=C(NC=N1)C(=O)N. Drug 2: CC1=C2C(C(=O)C3(C(CC4C(C3C(C(C2(C)C)(CC1OC(=O)C(C(C5=CC=CC=C5)NC(=O)C6=CC=CC=C6)O)O)OC(=O)C7=CC=CC=C7)(CO4)OC(=O)C)O)C)OC(=O)C. Cell line: UO-31. Synergy scores: CSS=19.1, Synergy_ZIP=-7.48, Synergy_Bliss=-4.60, Synergy_Loewe=-1.42, Synergy_HSA=-1.14. (7) Drug 1: C1CCC(CC1)NC(=O)N(CCCl)N=O. Drug 2: C1CNP(=O)(OC1)N(CCCl)CCCl. Cell line: NCI-H522. Synergy scores: CSS=21.5, Synergy_ZIP=-5.22, Synergy_Bliss=0.584, Synergy_Loewe=-8.89, Synergy_HSA=0.238.